This data is from Forward reaction prediction with 1.9M reactions from USPTO patents (1976-2016). The task is: Predict the product of the given reaction. (1) Given the reactants F[C:2]1[C:7](=[O:8])[N:6]([CH3:9])[C:5]([C:10]#[N:11])=[CH:4][CH:3]=1.Cl.[NH2:13][CH:14]([C:16]1[C:17](=[O:35])[NH:18][C:19]2[C:24]([CH:25]=1)=[CH:23][C:22]([Cl:26])=[C:21]([O:27][CH2:28][CH:29]1[CH2:32][C:31]([F:34])([F:33])[CH2:30]1)[CH:20]=2)[CH3:15].CS(C)=O.CCN(C(C)C)C(C)C, predict the reaction product. The product is: [Cl:26][C:22]1[CH:23]=[C:24]2[C:19](=[CH:20][C:21]=1[O:27][CH2:28][CH:29]1[CH2:30][C:31]([F:33])([F:34])[CH2:32]1)[NH:18][C:17](=[O:35])[C:16]([CH:14]([NH:13][C:2]1[C:7](=[O:8])[N:6]([CH3:9])[C:5]([C:10]#[N:11])=[CH:4][CH:3]=1)[CH3:15])=[CH:25]2. (2) Given the reactants [C:1]([O:4][CH2:5][C:6]1[CH:11]=[C:10](OS(C(F)(F)F)(=O)=O)[C:9]([O:20][CH2:21][C:22]2[CH:27]=[CH:26][C:25]([O:28][CH3:29])=[CH:24][CH:23]=2)=[CH:8][N:7]=1)(=[O:3])[CH3:2].C(N(CC)CC)C.[CH3:37][Si:38]([C:41]#[CH:42])([CH3:40])[CH3:39], predict the reaction product. The product is: [C:1]([O:4][CH2:5][C:6]1[CH:11]=[C:10]([C:42]#[C:41][Si:38]([CH3:40])([CH3:39])[CH3:37])[C:9]([O:20][CH2:21][C:22]2[CH:27]=[CH:26][C:25]([O:28][CH3:29])=[CH:24][CH:23]=2)=[CH:8][N:7]=1)(=[O:3])[CH3:2]. (3) The product is: [CH3:13][O:12][C:5]1[CH:6]=[C:7]([CH2:9][OH:10])[CH:8]=[C:3]([O:2][CH3:1])[N:4]=1. Given the reactants [CH3:1][O:2][C:3]1[CH:8]=[C:7]([C:9](O)=[O:10])[CH:6]=[C:5]([O:12][CH3:13])[N:4]=1.B.C1COCC1, predict the reaction product. (4) Given the reactants [CH3:1][C:2]1[C:3]([CH2:10][C:11]2[CH:12]=[CH:13][C:14]([F:20])=[C:15]([CH:19]=2)[C:16]([OH:18])=O)=[N:4][NH:5][C:6](=[O:9])[C:7]=1[CH3:8].CN(C(ON1N=NC2C=CC=CC1=2)=[N+](C)C)C.[B-](F)(F)(F)F.CCN(C(C)C)C(C)C.[CH2:52]([O:54][CH:55]([O:63][CH2:64][CH3:65])[CH2:56][NH:57][CH2:58][C:59]([O:61][CH3:62])=[O:60])[CH3:53], predict the reaction product. The product is: [CH2:64]([O:63][CH:55]([O:54][CH2:52][CH3:53])[CH2:56][N:57]([C:16](=[O:18])[C:15]1[CH:19]=[C:11]([CH2:10][C:3]2[C:2]([CH3:1])=[C:7]([CH3:8])[C:6](=[O:9])[NH:5][N:4]=2)[CH:12]=[CH:13][C:14]=1[F:20])[CH2:58][C:59]([O:61][CH3:62])=[O:60])[CH3:65]. (5) Given the reactants [CH:1]1[CH2:5][CH:4]=[CH:3][CH:2]=1.C([Li])CCC.[CH2:11]([C:18]([CH2:20][C:21]1[CH:26]=[CH:25][CH:24]=[CH:23][CH:22]=1)=O)[C:12]1[CH:17]=[CH:16][CH:15]=[CH:14][CH:13]=1.[Cl-].[NH4+], predict the reaction product. The product is: [CH2:20]([C:18]([CH2:11][C:12]1[CH:17]=[CH:16][CH:15]=[CH:14][CH:13]=1)=[C:2]1[CH:1]=[CH:5][CH:4]=[CH:3]1)[C:21]1[CH:26]=[CH:25][CH:24]=[CH:23][CH:22]=1. (6) Given the reactants [Br:1][C:2]1[CH:7]=[CH:6][C:5]([F:8])=[CH:4][N:3]=1.[OH:9]O, predict the reaction product. The product is: [Br:1][C:2]1[CH:7]=[CH:6][C:5]([F:8])=[CH:4][N+:3]=1[O-:9]. (7) Given the reactants Cl([O-])(=O)(=O)=O.[Li+].[CH:7]([NH:10][CH2:11][C:12]1[CH:17]=[CH:16][CH:15]=[CH:14][CH:13]=1)([CH3:9])[CH3:8].[CH:18]1[C:27]2[C:22](=[CH:23][CH:24]=[CH:25][CH:26]=2)[CH:21]=[CH:20][C:19]=1[C:28](=[O:31])[CH:29]=[CH2:30].O, predict the reaction product. The product is: [CH2:11]([N:10]([CH:7]([CH3:9])[CH3:8])[CH2:30][CH2:29][C:28]([C:19]1[CH:20]=[CH:21][C:22]2[C:27](=[CH:26][CH:25]=[CH:24][CH:23]=2)[CH:18]=1)=[O:31])[C:12]1[CH:17]=[CH:16][CH:15]=[CH:14][CH:13]=1.